This data is from Full USPTO retrosynthesis dataset with 1.9M reactions from patents (1976-2016). The task is: Predict the reactants needed to synthesize the given product. (1) Given the product [C:19]([O:23][C:24](=[O:30])[NH:25][C:26]1[N:17]=[C:14]2[CH:13]=[CH:12][C:11]([CH2:10][N:7]3[C:6]4[CH:18]=[C:2]([Br:1])[CH:3]=[CH:4][C:5]=4[N:9]=[N:8]3)=[N:16][N:15]2[CH:27]=1)([CH3:22])([CH3:21])[CH3:20], predict the reactants needed to synthesize it. The reactants are: [Br:1][C:2]1[CH:3]=[CH:4][C:5]2[N:9]=[N:8][N:7]([CH2:10][C:11]3[N:16]=[N:15][C:14]([NH2:17])=[CH:13][CH:12]=3)[C:6]=2[CH:18]=1.[C:19]([O:23][C:24](=[O:30])[NH:25][C:26](=O)[CH2:27]Cl)([CH3:22])([CH3:21])[CH3:20]. (2) The reactants are: [C:1](Cl)(=O)C.[NH:5]1[CH2:12][CH2:11][CH2:10][C@H:6]1[C:7]([OH:9])=[O:8].CCN(CC)CC.[CH:20]1[CH:25]=[CH:24][C:23]([CH2:26]Br)=[CH:22][CH:21]=1. Given the product [CH3:1][O:8][C:7](=[O:9])[C@@H:6]1[CH2:10][CH2:11][CH2:12][N:5]1[CH2:26][C:23]1[CH:24]=[CH:25][CH:20]=[CH:21][CH:22]=1, predict the reactants needed to synthesize it. (3) Given the product [Br:1][C:23]1[N:22]([CH:25]([C@H:27]2[CH2:32][CH2:31][C@H:30]([CH3:33])[CH2:29][CH2:28]2)[CH3:26])[C:21]2[C:16]([C:12]3[CH:13]=[N:14][CH:15]=[C:10]([Cl:9])[CH:11]=3)=[N:17][C:18]([C:34]#[N:35])=[CH:19][C:20]=2[N:24]=1, predict the reactants needed to synthesize it. The reactants are: [Br:1]N1C(=O)CCC1=O.[Cl:9][C:10]1[CH:11]=[C:12]([C:16]2[C:21]3[N:22]([CH:25]([C@H:27]4[CH2:32][CH2:31][C@H:30]([CH3:33])[CH2:29][CH2:28]4)[CH3:26])[CH:23]=[N:24][C:20]=3[CH:19]=[C:18]([C:34]#[N:35])[N:17]=2)[CH:13]=[N:14][CH:15]=1. (4) Given the product [Si:26]([O:1][CH2:2][C@H:3]1[C@H:7]([C:8]2[CH:13]=[CH:12][CH:11]=[CH:10][CH:9]=2)[O:6][C:5](=[O:14])[NH:4]1)([C:23]([CH3:25])([CH3:24])[CH3:22])([C:33]1[CH:34]=[CH:35][CH:36]=[CH:37][CH:38]=1)[C:27]1[CH:32]=[CH:31][CH:30]=[CH:29][CH:28]=1, predict the reactants needed to synthesize it. The reactants are: [OH:1][CH2:2][C@H:3]1[C@H:7]([C:8]2[CH:13]=[CH:12][CH:11]=[CH:10][CH:9]=2)[O:6][C:5](=[O:14])[NH:4]1.CCN(CC)CC.[CH3:22][C:23]([Si:26](Cl)([C:33]1[CH:38]=[CH:37][CH:36]=[CH:35][CH:34]=1)[C:27]1[CH:32]=[CH:31][CH:30]=[CH:29][CH:28]=1)([CH3:25])[CH3:24]. (5) Given the product [CH3:20][O:21][C:22]1[CH:48]=[C:47]([O:49][CH3:50])[CH:46]=[CH:45][C:23]=1[CH2:24][NH:25][C:26]1[C:35]2[C:30](=[CH:31][CH:32]=[C:33]([C:2]3[S:6][C:5]([CH2:7][NH:8][C:9]4[N:19]=[CH:18][CH:17]=[CH:16][C:10]=4[C:11]([O:13][CH2:14][CH3:15])=[O:12])=[CH:4][CH:3]=3)[CH:34]=2)[N:29]=[CH:28][N:27]=1, predict the reactants needed to synthesize it. The reactants are: Br[C:2]1[S:6][C:5]([CH2:7][NH:8][C:9]2[N:19]=[CH:18][CH:17]=[CH:16][C:10]=2[C:11]([O:13][CH2:14][CH3:15])=[O:12])=[CH:4][CH:3]=1.[CH3:20][O:21][C:22]1[CH:48]=[C:47]([O:49][CH3:50])[CH:46]=[CH:45][C:23]=1[CH2:24][NH:25][C:26]1[C:35]2[C:30](=[CH:31][CH:32]=[C:33](B3OC(C)(C)C(C)(C)O3)[CH:34]=2)[N:29]=[CH:28][N:27]=1.ClCCl.O1CCOCC1.C(=O)([O-])[O-].[Na+].[Na+]. (6) Given the product [F:19][C:16]([F:17])([F:18])[C:13]1[CH:14]=[CH:15][C:10]([CH2:9][N:7]2[CH:8]=[C:4]([NH2:1])[CH:5]=[N:6]2)=[CH:11][CH:12]=1, predict the reactants needed to synthesize it. The reactants are: [N+:1]([C:4]1[CH:5]=[N:6][N:7]([CH2:9][C:10]2[CH:15]=[CH:14][C:13]([C:16]([F:19])([F:18])[F:17])=[CH:12][CH:11]=2)[CH:8]=1)([O-])=O.CO. (7) The reactants are: [C:1]([C:5]1[CH:9]=[C:8]([CH2:10][NH:11][C:12]([NH:14][C:15]2[CH:16]=[N:17][C:18]([C:21]#[N:22])=[CH:19][CH:20]=2)=[O:13])[N:7]([C:23]2[CH:28]=[CH:27][CH:26]=[C:25]([Cl:29])[CH:24]=2)[N:6]=1)([CH3:4])([CH3:3])[CH3:2].S(=O)(=O)(O)[OH:31]. Given the product [C:1]([C:5]1[CH:9]=[C:8]([CH2:10][NH:11][C:12](=[O:13])[NH:14][C:15]2[CH:20]=[CH:19][C:18]([C:21]([NH2:22])=[O:31])=[N:17][CH:16]=2)[N:7]([C:23]2[CH:28]=[CH:27][CH:26]=[C:25]([Cl:29])[CH:24]=2)[N:6]=1)([CH3:4])([CH3:2])[CH3:3], predict the reactants needed to synthesize it. (8) Given the product [F:1][C:2]1[CH:8]=[CH:7][C:6]([F:9])=[CH:5][C:3]=1[N:4]([C:15]([O:14][C:11]([CH3:13])([CH3:12])[CH3:10])=[O:16])[C:15]([O:14][C:11]([CH3:13])([CH3:12])[CH3:10])=[O:16], predict the reactants needed to synthesize it. The reactants are: [F:1][C:2]1[CH:8]=[CH:7][C:6]([F:9])=[CH:5][C:3]=1[NH2:4].[CH3:10][C:11]([O:14][C:15](O[C:15]([O:14][C:11]([CH3:13])([CH3:12])[CH3:10])=[O:16])=[O:16])([CH3:13])[CH3:12]. (9) Given the product [C:13]([O:12][C:11]([N:10]([C:7]1[C:6]2[CH:25]=[C:2]([CH:36]3[CH2:38][CH2:37]3)[C:3]([CH2:26][O:27][C:28]3[CH:33]=[CH:32][C:31]([Cl:34])=[C:30]([Cl:35])[CH:29]=3)=[CH:4][C:5]=2[O:9][N:8]=1)[C:18](=[O:19])[O:20][C:21]([CH3:24])([CH3:23])[CH3:22])=[O:17])([CH3:16])([CH3:15])[CH3:14], predict the reactants needed to synthesize it. The reactants are: Br[C:2]1[C:3]([CH2:26][O:27][C:28]2[CH:33]=[CH:32][C:31]([Cl:34])=[C:30]([Cl:35])[CH:29]=2)=[CH:4][C:5]2[O:9][N:8]=[C:7]([N:10]([C:18]([O:20][C:21]([CH3:24])([CH3:23])[CH3:22])=[O:19])[C:11](=[O:17])[O:12][C:13]([CH3:16])([CH3:15])[CH3:14])[C:6]=2[CH:25]=1.[CH:36]1(B(O)O)[CH2:38][CH2:37]1.[F-].[Cs+]. (10) Given the product [Cl:1][C:2]1[CH:3]=[C:4]([CH:20]=[CH:21][C:22]=1[C:23]([N:25]1[CH2:29][CH2:28][CH2:27][CH:26]1[CH2:30][CH2:31][C:32]([OH:34])=[O:33])=[O:24])[C:5]([NH:7][C@H:8]([C:10]1[NH:14][C:13]2[CH:15]=[CH:16][C:17]([Cl:19])=[CH:18][C:12]=2[N:11]=1)[CH3:9])=[O:6], predict the reactants needed to synthesize it. The reactants are: [Cl:1][C:2]1[CH:3]=[C:4]([CH:20]=[CH:21][C:22]=1[C:23]([N:25]1[CH2:29][CH2:28][CH2:27][CH:26]1[CH2:30][CH2:31][C:32]([O:34]CC)=[O:33])=[O:24])[C:5]([NH:7][C@H:8]([C:10]1[NH:14][C:13]2[CH:15]=[CH:16][C:17]([Cl:19])=[CH:18][C:12]=2[N:11]=1)[CH3:9])=[O:6].[OH-].[Li+].CO.ClCl.